From a dataset of NCI-60 drug combinations with 297,098 pairs across 59 cell lines. Regression. Given two drug SMILES strings and cell line genomic features, predict the synergy score measuring deviation from expected non-interaction effect. Drug 1: C1C(C(OC1N2C=NC3=C(N=C(N=C32)Cl)N)CO)O. Drug 2: CC1=C(C(CCC1)(C)C)C=CC(=CC=CC(=CC(=O)O)C)C. Cell line: SW-620. Synergy scores: CSS=20.7, Synergy_ZIP=2.11, Synergy_Bliss=-0.873, Synergy_Loewe=-25.5, Synergy_HSA=-4.88.